This data is from Reaction yield outcomes from USPTO patents with 853,638 reactions. The task is: Predict the reaction yield, written as a fraction of the theoretical maximum amount of product (1.0 means a 100% yield; for example, 0.34 means a 34% yield). The reactants are Cl[C:2](=[N:13][OH:14])[C:3]1[CH:8]=[CH:7][C:6]([C:9]([F:12])([F:11])[F:10])=[CH:5][CH:4]=1.[C:15]([C:17]1[CH:18]=[C:19]([CH:22]=[CH:23][CH:24]=1)[CH:20]=[O:21])#[CH:16].C(N(CC)CC)C.O. The catalyst is O1CCCC1. The product is [F:10][C:9]([F:12])([F:11])[C:6]1[CH:7]=[CH:8][C:3]([C:2]2[CH:16]=[C:15]([C:17]3[CH:18]=[C:19]([CH:22]=[CH:23][CH:24]=3)[CH:20]=[O:21])[O:14][N:13]=2)=[CH:4][CH:5]=1. The yield is 0.520.